Dataset: Full USPTO retrosynthesis dataset with 1.9M reactions from patents (1976-2016). Task: Predict the reactants needed to synthesize the given product. Given the product [CH2:30]1[C:31]2[C:36](=[CH:35][CH:34]=[CH:33][CH:32]=2)[CH2:37][N:29]1[C:27]([C:22]1[CH:21]=[C:20]([C:6](=[O:8])[CH3:7])[CH:25]=[CH:24][C:23]=1[OH:26])=[O:28], predict the reactants needed to synthesize it. The reactants are: C([Sn](CCCC)(CCCC)[C:6]([O:8]CC)=[CH2:7])CCC.Br[C:20]1[CH:25]=[CH:24][C:23]([OH:26])=[C:22]([C:27]([N:29]2[CH2:37][C:36]3[C:31](=[CH:32][CH:33]=[CH:34][CH:35]=3)[CH2:30]2)=[O:28])[CH:21]=1.